Dataset: Full USPTO retrosynthesis dataset with 1.9M reactions from patents (1976-2016). Task: Predict the reactants needed to synthesize the given product. (1) Given the product [Br:8][C:9]1[C:18]2[O:17][CH2:16][CH:15]([C:19]3[CH:20]=[N:21][CH:22]=[CH:23][CH:24]=3)[N:14]3[C:28](=[O:30])[NH:25][C:12]([C:13]=23)=[C:11]([F:26])[CH:10]=1, predict the reactants needed to synthesize it. The reactants are: C(N(CC)CC)C.[Br:8][C:9]1[CH:10]=[C:11]([F:26])[C:12]([NH2:25])=[C:13]2[C:18]=1[O:17][CH2:16][CH:15]([C:19]1[CH:20]=[N:21][CH:22]=[CH:23][CH:24]=1)[NH:14]2.Cl[C:28](Cl)([O:30]C(=O)OC(Cl)(Cl)Cl)Cl. (2) Given the product [C:20]([NH:11][C@H:10]([C:12]([OH:14])=[O:13])[CH2:9][O:8][CH2:1][C:2]1[CH:7]=[CH:6][CH:5]=[CH:4][CH:3]=1)([O:19][C:15]([CH3:18])([CH3:17])[CH3:16])=[O:21], predict the reactants needed to synthesize it. The reactants are: [CH2:1]([O:8][CH2:9][C@@H:10]([C:12]([OH:14])=[O:13])[NH2:11])[C:2]1[CH:7]=[CH:6][CH:5]=[CH:4][CH:3]=1.[C:15]([O:19][C:20](O[C:20]([O:19][C:15]([CH3:18])([CH3:17])[CH3:16])=[O:21])=[O:21])([CH3:18])([CH3:17])[CH3:16].[OH-].[Na+].